The task is: Binary Classification. Given a T-cell receptor sequence (or CDR3 region) and an epitope sequence, predict whether binding occurs between them.. This data is from TCR-epitope binding with 47,182 pairs between 192 epitopes and 23,139 TCRs. (1) The epitope is IPIQASLPF. The TCR CDR3 sequence is CASSQDGVRMEGYTF. Result: 0 (the TCR does not bind to the epitope). (2) The epitope is IYSKHTPINL. The TCR CDR3 sequence is CASSQVNSYGYTF. Result: 0 (the TCR does not bind to the epitope).